This data is from Reaction yield outcomes from USPTO patents with 853,638 reactions. The task is: Predict the reaction yield, written as a fraction of the theoretical maximum amount of product (1.0 means a 100% yield; for example, 0.34 means a 34% yield). (1) The reactants are [NH:1]1[C:9]2[C:4](=[CH:5][CH:6]=[CH:7][CH:8]=2)[C:3]([CH2:10][C:11]([O:13][CH2:14][CH3:15])=[O:12])=[N:2]1.CS(O[CH:21]1[CH2:26][CH2:25][N:24]([C:27]([O:29][C:30]([CH3:33])([CH3:32])[CH3:31])=[O:28])[CH2:23][CH2:22]1)(=O)=O.C([O-])([O-])=O.[Cs+].[Cs+].O1CCOCC1. The catalyst is O. The product is [CH2:14]([O:13][C:11](=[O:12])[CH2:10][C:3]1[C:4]2[C:9](=[CH:8][CH:7]=[CH:6][CH:5]=2)[N:1]([CH:21]2[CH2:26][CH2:25][N:24]([C:27]([O:29][C:30]([CH3:33])([CH3:32])[CH3:31])=[O:28])[CH2:23][CH2:22]2)[N:2]=1)[CH3:15]. The yield is 0.240. (2) The reactants are [C:1]([N:4]1[C:13]2[C:8](=[CH:9][C:10]([C:14]3[CH:22]=[CH:21][C:17]([C:18]([OH:20])=[O:19])=[CH:16][CH:15]=3)=[CH:11][CH:12]=2)[C@H:7]([NH2:23])[C@@H:6]([CH3:24])[C@@H:5]1[CH:25]1[CH2:27][CH2:26]1)(=[O:3])[CH3:2].Br[C:29]1[CH:34]=[CH:33][CH:32]=[CH:31][CH:30]=1.CN(C1C(C2C(P(C3CCCCC3)C3CCCCC3)=CC=CC=2)=CC=CC=1)C.CC(C)([O-])C.[Na+]. The catalyst is O1CCOCC1.C1C=CC(/C=C/C(/C=C/C2C=CC=CC=2)=O)=CC=1.C1C=CC(/C=C/C(/C=C/C2C=CC=CC=2)=O)=CC=1.C1C=CC(/C=C/C(/C=C/C2C=CC=CC=2)=O)=CC=1.[Pd].[Pd]. The product is [C:1]([N:4]1[C:13]2[C:8](=[CH:9][C:10]([C:14]3[CH:22]=[CH:21][C:17]([C:18]([OH:20])=[O:19])=[CH:16][CH:15]=3)=[CH:11][CH:12]=2)[C@H:7]([NH:23][C:29]2[CH:34]=[CH:33][CH:32]=[CH:31][CH:30]=2)[C@@H:6]([CH3:24])[C@@H:5]1[CH:25]1[CH2:26][CH2:27]1)(=[O:3])[CH3:2]. The yield is 0.128. (3) The reactants are [Br:1][C:2]1[S:3][CH:4]=[C:5]([Br:9])[C:6]=1[CH2:7]Br.[C-:10]#[N:11].[K+]. The catalyst is CCO.O. The product is [Br:1][C:2]1[S:3][CH:4]=[C:5]([Br:9])[C:6]=1[CH2:7][C:10]#[N:11]. The yield is 0.860. (4) The reactants are [C:1]([O:5][C:6]([N:8]([CH2:32][C@H:33]1[CH2:42][CH2:41][C:40]2[C:35](=[CH:36][CH:37]=[C:38]([C:43]3[CH:52]=[CH:51][C:46]([C:47]([O:49][CH3:50])=[O:48])=[CH:45][CH:44]=3)[CH:39]=2)[O:34]1)[CH2:9][C@H:10]([O:24][Si](C(C)(C)C)(C)C)[C:11]1[CH:12]=[N:13][C:14]([N:17]2[C:21]([CH3:22])=[CH:20][CH:19]=[C:18]2[CH3:23])=[CH:15][CH:16]=1)=[O:7])([CH3:4])([CH3:3])[CH3:2].[F-].C([N+](CCCC)(CCCC)CCCC)CCC. The catalyst is C1COCC1. The product is [C:1]([O:5][C:6]([N:8]([CH2:32][C@H:33]1[CH2:42][CH2:41][C:40]2[C:35](=[CH:36][CH:37]=[C:38]([C:43]3[CH:52]=[CH:51][C:46]([C:47]([O:49][CH3:50])=[O:48])=[CH:45][CH:44]=3)[CH:39]=2)[O:34]1)[CH2:9][C@@H:10]([C:11]1[CH:12]=[N:13][C:14]([N:17]2[C:18]([CH3:23])=[CH:19][CH:20]=[C:21]2[CH3:22])=[CH:15][CH:16]=1)[OH:24])=[O:7])([CH3:4])([CH3:2])[CH3:3]. The yield is 0.920. (5) The reactants are [Cl:1][C:2]1[N:10]=[C:9]2[C:5]([NH:6][CH:7]=[N:8]2)=[C:4]([N:11]2[CH:16]=[CH:15][C:14](=[O:17])[CH:13]=[CH:12]2)[N:3]=1.[CH2:18](I)[CH3:19].C([O-])([O-])=O.[K+].[K+]. The catalyst is CN(C=O)C. The product is [Cl:1][C:2]1[N:10]=[C:9]2[C:5]([N:6]=[CH:7][N:8]2[CH2:18][CH3:19])=[C:4]([N:11]2[CH:16]=[CH:15][C:14](=[O:17])[CH:13]=[CH:12]2)[N:3]=1. The yield is 0.970. (6) The reactants are [F:1][C:2]1[CH:7]=[CH:6][C:5]([OH:8])=[C:4]([CH3:9])[CH:3]=1.[H-].[Na+].Cl[C:13]([O:15][CH3:16])=[O:14]. The catalyst is C1COCC1. The product is [CH3:16][O:15][C:13](=[O:14])[O:8][C:5]1[CH:6]=[CH:7][C:2]([F:1])=[CH:3][C:4]=1[CH3:9]. The yield is 0.880. (7) The reactants are [Cl:1]N1C(=O)CCC1=O.[F:9][C:10]([F:29])([F:28])[C:11]1[CH:27]=[CH:26][CH:25]=[CH:24][C:12]=1[CH2:13][O:14][C:15]1[CH:23]=[CH:22][C:18]([CH:19]=[N:20][OH:21])=[CH:17][CH:16]=1.C(O[CH2:35][CH3:36])(=O)C#C.O=C1O[C@H]([C@H](CO)O)C([O-])=C1O.[Na+].C[N:51]([CH:53]=[O:54])C. The catalyst is S([O-])([O-])(=O)=O.[Cu+2]. The product is [Cl:1][C:16]1[CH:17]=[C:18]([C:19]2[CH:36]=[C:35]([C:53]([NH2:51])=[O:54])[O:21][N:20]=2)[CH:22]=[CH:23][C:15]=1[O:14][CH2:13][C:12]1[CH:24]=[CH:25][CH:26]=[CH:27][C:11]=1[C:10]([F:28])([F:29])[F:9]. The yield is 0.0600. (8) The reactants are [CH3:1][O:2][C:3]1[CH:12]=[C:11]2[C:6]([CH2:7][CH:8]([C:16]3[CH:21]=[CH:20][N:19]=[CH:18][C:17]=3[O:22]COC)[C:9](=[O:15])[C:10]2([CH3:14])[CH3:13])=[CH:5][CH:4]=1.O1CCOCC1.Cl.[OH-].[Na+]. No catalyst specified. The product is [OH:22][C:17]1[CH:18]=[N:19][CH:20]=[CH:21][C:16]=1[CH:8]1[CH2:7][C:6]2[C:11](=[CH:12][C:3]([O:2][CH3:1])=[CH:4][CH:5]=2)[C:10]([CH3:13])([CH3:14])[C:9]1=[O:15]. The yield is 0.750. (9) The yield is 0.620. The product is [CH2:25]([O:24][C@H:22]1[CH2:21][N:20]([C:28]([O:30][C:31]([CH3:34])([CH3:33])[CH3:32])=[O:29])[C@@H:19]([C@@H:10]([O:11][Si:12]([C:15]([CH3:17])([CH3:18])[CH3:16])([CH3:13])[CH3:14])[C@@H:6]([C:7]([O:9][CH2:43][C:42]2[CH:78]=[CH:79][CH:80]=[CH:40][CH:41]=2)=[O:8])[CH2:5][C:4]2[CH:35]=[C:36]([F:38])[CH:37]=[C:2]([F:1])[CH:3]=2)[CH2:23]1)[CH:26]=[CH2:27]. The catalyst is C(Cl)Cl.C1COCC1.O.CCOCC. The reactants are [F:1][C:2]1[CH:3]=[C:4]([CH:35]=[C:36]([F:38])[CH:37]=1)[CH2:5][C@@H:6]([C@@H:10]([C@H:19]1[CH2:23][C@@H:22]([O:24][CH2:25][CH:26]=[CH2:27])[CH2:21][N:20]1[C:28]([O:30][C:31]([CH3:34])([CH3:33])[CH3:32])=[O:29])[O:11][Si:12]([C:15]([CH3:18])([CH3:17])[CH3:16])([CH3:14])[CH3:13])[C:7]([OH:9])=[O:8].F[C:40]1[CH:41]=[C:42]([CH:78]=[C:79](F)[CH:80]=1)[CH2:43][C@H](C(N1[C@@H]([CH2:43][C:42]2[CH:78]=[CH:79][CH:80]=[CH:40][CH:41]=2)COC1=O)=O)[C@@H]([C@H]1C[C@@H](OCC=C)CN1C(OC(C)(C)C)=O)O.CCN(C(C)C)C(C)C.O([Si](C(C)(C)C)(C)C)S(C(F)(F)F)(=O)=O.OO.[OH-].[Li+]. (10) The reactants are [F:1][C:2]1[CH:7]=[CH:6][C:5]([C:8]2[C:12]([CH3:13])=[CH:11][NH:10][C:9]=2[C:14]([O:16][CH2:17][CH3:18])=[O:15])=[CH:4][CH:3]=1.[H-].[Na+].[CH2:21](Br)[C:22]1[CH:27]=[CH:26][CH:25]=[CH:24][CH:23]=1. The catalyst is CN(C=O)C. The product is [CH2:21]([N:10]1[CH:11]=[C:12]([CH3:13])[C:8]([C:5]2[CH:6]=[CH:7][C:2]([F:1])=[CH:3][CH:4]=2)=[C:9]1[C:14]([O:16][CH2:17][CH3:18])=[O:15])[C:22]1[CH:27]=[CH:26][CH:25]=[CH:24][CH:23]=1. The yield is 0.870.